From a dataset of Full USPTO retrosynthesis dataset with 1.9M reactions from patents (1976-2016). Predict the reactants needed to synthesize the given product. (1) Given the product [C:36]([C:38]1[CH:43]=[CH:42][C:41]([C:2]2[S:3][C:4]([S:7][CH2:8][C:9]([NH:11][CH2:12][C@@H:13]3[O:18][CH2:17][CH2:16][N:15]([CH2:19][C:20]4[CH:25]=[CH:24][C:23]([Cl:26])=[C:22]([Cl:27])[CH:21]=4)[CH2:14]3)=[O:10])=[CH:5][CH:6]=2)=[CH:40][CH:39]=1)([OH:37])=[O:35], predict the reactants needed to synthesize it. The reactants are: Br[C:2]1[S:3][C:4]([S:7][CH2:8][C:9]([NH:11][CH2:12][C@@H:13]2[O:18][CH2:17][CH2:16][N:15]([CH2:19][C:20]3[CH:25]=[CH:24][C:23]([Cl:26])=[C:22]([Cl:27])[CH:21]=3)[CH2:14]2)=[O:10])=[CH:5][CH:6]=1.C(=O)([O-])[O-].[Na+].[Na+].C[O:35][C:36]([C:38]1[CH:43]=[CH:42][C:41](B(O)O)=[CH:40][CH:39]=1)=[O:37]. (2) Given the product [Cl:1][C:2]1[C:3]([N:13]2[CH2:18][CH2:17][N:16]([C:27]([NH:26][C:23]3[CH:24]=[CH:25][C:20]([Cl:19])=[C:21]([Cl:29])[CH:22]=3)=[O:28])[CH2:15][CH2:14]2)=[N:4][CH:5]=[C:6]([CH:12]=1)[C:7]([O:9][CH2:10][CH3:11])=[O:8], predict the reactants needed to synthesize it. The reactants are: [Cl:1][C:2]1[C:3]([N:13]2[CH2:18][CH2:17][NH:16][CH2:15][CH2:14]2)=[N:4][CH:5]=[C:6]([CH:12]=1)[C:7]([O:9][CH2:10][CH3:11])=[O:8].[Cl:19][C:20]1[CH:25]=[CH:24][C:23]([N:26]=[C:27]=[O:28])=[CH:22][C:21]=1[Cl:29]. (3) The reactants are: C(Cl)(=O)OC.C(N(CC)CC)C.[CH2:13]([C:15]1[C:20]([O:21]C(OC)=O)=[CH:19][C:18]([O:26]C(OC)=O)=[C:17]([C:31]2[CH:36]=[CH:35][CH:34]=[C:33]([O:37][CH3:38])[CH:32]=2)[C:16]=1[CH2:39][C:40]([O:42][CH3:43])=[O:41])[CH3:14].[BH4-].[Na+].N. Given the product [CH2:13]([C:15]1[C:20]([OH:21])=[CH:19][C:18]([OH:26])=[C:17]([C:31]2[CH:36]=[CH:35][CH:34]=[C:33]([O:37][CH3:38])[CH:32]=2)[C:16]=1[CH2:39][C:40]([O:42][CH3:43])=[O:41])[CH3:14], predict the reactants needed to synthesize it. (4) The reactants are: [CH3:1][N:2]1[C:6]2[CH:7]=[CH:8][C:9]([N+:11]([O-])=O)=[CH:10][C:5]=2[CH2:4][S:3]1(=[O:15])=[O:14].CCOC(C)=O.[O:22]1[CH2:24][C@@H:23]1[CH2:25][NH:26][C:27](=[O:29])[CH3:28].FC(F)(F)S([O-])(=O)=O.[Mg+2].FC(F)(F)S([O-])(=O)=O. Given the product [OH:22][C@H:23]([CH2:24][NH:11][C:9]1[CH:8]=[CH:7][C:6]2[N:2]([CH3:1])[S:3](=[O:15])(=[O:14])[CH2:4][C:5]=2[CH:10]=1)[CH2:25][NH:26][C:27](=[O:29])[CH3:28], predict the reactants needed to synthesize it. (5) The reactants are: [NH2:1][C:2]1[N:7]=[C:6]([N:8]2[C:16]3[C:11](=[CH:12][CH:13]=[C:14]([Br:17])[CH:15]=3)[C:10]([C:18]([OH:20])=O)=[N:9]2)[CH:5]=[CH:4][N:3]=1.S(Cl)(Cl)=O.Cl.[NH:26]1[CH2:29][CH:28]([OH:30])[CH2:27]1.CCN(C(C)C)C(C)C. Given the product [NH2:1][C:2]1[N:7]=[C:6]([N:8]2[C:16]3[C:11](=[CH:12][CH:13]=[C:14]([Br:17])[CH:15]=3)[C:10]([C:18]([N:26]3[CH2:29][CH:28]([OH:30])[CH2:27]3)=[O:20])=[N:9]2)[CH:5]=[CH:4][N:3]=1, predict the reactants needed to synthesize it. (6) Given the product [CH2:18]([O:9][C:5]1[CH:6]=[C:7]([I:8])[C:2]([F:1])=[CH:3][C:4]=1[CH3:10])[CH3:19], predict the reactants needed to synthesize it. The reactants are: [F:1][C:2]1[C:7]([I:8])=[CH:6][C:5]([OH:9])=[C:4]([CH3:10])[CH:3]=1.C([O-])([O-])=O.[K+].[K+].I[CH2:18][CH3:19]. (7) Given the product [Cl:14][C:5]1[C:6]2[C:11](=[CH:10][C:9]([O:12][CH3:13])=[CH:8][CH:7]=2)[C:2]([B:24]([OH:25])[OH:23])=[CH:3][N:4]=1, predict the reactants needed to synthesize it. The reactants are: Br[C:2]1[C:11]2[C:6](=[CH:7][CH:8]=[C:9]([O:12][CH3:13])[CH:10]=2)[C:5]([Cl:14])=[N:4][CH:3]=1.[Li]CCCC.C([O:23][B:24](OC(C)C)[O:25]C(C)C)(C)C.